Task: Predict the product of the given reaction.. Dataset: Forward reaction prediction with 1.9M reactions from USPTO patents (1976-2016) (1) Given the reactants [F:1][C:2]1[C:10]2[NH:9][C:8](=[O:11])[N:7]([CH:12]3[CH2:17][CH2:16][N:15](C(OC(C)(C)C)=O)[CH2:14][CH2:13]3)[C:6]=2[CH:5]=[C:4]([CH3:25])[CH:3]=1.[ClH:26], predict the reaction product. The product is: [ClH:26].[F:1][C:2]1[C:10]2[NH:9][C:8](=[O:11])[N:7]([CH:12]3[CH2:17][CH2:16][NH:15][CH2:14][CH2:13]3)[C:6]=2[CH:5]=[C:4]([CH3:25])[CH:3]=1. (2) Given the reactants [C:1]1([C:7]2[CH:14]=[CH:13][C:10]([CH2:11]Cl)=[CH:9][CH:8]=2)[CH:6]=[CH:5][CH:4]=[CH:3][CH:2]=1.[Cl:15][SiH:16]([Cl:18])[Cl:17], predict the reaction product. The product is: [C:1]1([C:7]2[CH:14]=[CH:13][C:10]([CH2:11][Si:16]([Cl:18])([Cl:17])[Cl:15])=[CH:9][CH:8]=2)[CH:6]=[CH:5][CH:4]=[CH:3][CH:2]=1. (3) Given the reactants [C:1]([O:5][C@@H:6]([C:12]1[C:31]([CH3:32])=[CH:30][C:15]2[N:16]=[C:17]([C:19]3[CH:24]=[CH:23][C:22]([NH:25][CH3:26])=[C:21]([N+:27]([O-])=O)[CH:20]=3)[S:18][C:14]=2[C:13]=1[C:33]1[CH:38]=[CH:37][C:36]([Cl:39])=[CH:35][CH:34]=1)[C:7]([O:9][CH2:10][CH3:11])=[O:8])([CH3:4])([CH3:3])[CH3:2], predict the reaction product. The product is: [NH2:27][C:21]1[CH:20]=[C:19]([C:17]2[S:18][C:14]3[C:13]([C:33]4[CH:34]=[CH:35][C:36]([Cl:39])=[CH:37][CH:38]=4)=[C:12]([C@H:6]([O:5][C:1]([CH3:4])([CH3:3])[CH3:2])[C:7]([O:9][CH2:10][CH3:11])=[O:8])[C:31]([CH3:32])=[CH:30][C:15]=3[N:16]=2)[CH:24]=[CH:23][C:22]=1[NH:25][CH3:26]. (4) Given the reactants [F:1][C:2]1[CH:30]=[CH:29][C:5]([CH2:6][N:7]2[C:15]3[C:10](=[CH:11][CH:12]=[CH:13][CH:14]=3)[C:9]([C:16]([O:18]C)=O)=[C:8]2[C:20](=[O:28])[N:21]([CH2:23][C:24]([O:26][CH3:27])=[O:25])[CH3:22])=[CH:4][CH:3]=1.[H-].[Na+], predict the reaction product. The product is: [F:1][C:2]1[CH:3]=[CH:4][C:5]([CH2:6][N:7]2[C:15]3[C:10](=[CH:11][CH:12]=[CH:13][CH:14]=3)[C:9]3[C:16]([OH:18])=[C:23]([C:24]([O:26][CH3:27])=[O:25])[N:21]([CH3:22])[C:20](=[O:28])[C:8]2=3)=[CH:29][CH:30]=1. (5) Given the reactants [C:1]([O:5][C:6](=[O:29])[CH2:7][S:8]([N:11]1[CH2:16][CH2:15][CH:14]([O:17][C:18]2[CH:23]=[CH:22][C:21]([S:24][C:25]([F:28])([F:27])[F:26])=[CH:20][CH:19]=2)[CH2:13][CH2:12]1)(=[O:10])=[O:9])([CH3:4])([CH3:3])[CH3:2].C(=O)([O-])[O-].[K+].[K+].[CH2:36]1O[CH2:36][CH2:37][O:38][CH2:39][CH2:39][O:38][CH2:37][CH2:36]O[CH2:36][CH2:37][O:38][CH2:39][CH2:39][O:38][CH2:37]1.COCCBr.[H-].[Na+], predict the reaction product. The product is: [C:1]([O:5][C:6](=[O:29])[CH:7]([S:8]([N:11]1[CH2:16][CH2:15][CH:14]([O:17][C:18]2[CH:19]=[CH:20][C:21]([S:24][C:25]([F:28])([F:27])[F:26])=[CH:22][CH:23]=2)[CH2:13][CH2:12]1)(=[O:10])=[O:9])[CH2:36][CH2:37][O:38][CH3:39])([CH3:4])([CH3:2])[CH3:3]. (6) Given the reactants Br[C:2]1[N:3]=[C:4]([C:20]2[C:21]([CH3:29])=[N:22][N:23]3[CH:28]=[CH:27][CH:26]=[CH:25][C:24]=23)[S:5][C:6]=1[C:7]1[N:11]=[CH:10][N:9]([CH2:12][O:13][CH2:14][CH2:15][Si:16]([CH3:19])([CH3:18])[CH3:17])[N:8]=1.[Cl-].[Cl:31][C:32]1[CH:39]=[CH:38][C:35]([CH2:36][Zn+])=[CH:34][CH:33]=1, predict the reaction product. The product is: [Cl:31][C:32]1[CH:39]=[CH:38][C:35]([CH2:36][C:2]2[N:3]=[C:4]([C:20]3[C:21]([CH3:29])=[N:22][N:23]4[CH:28]=[CH:27][CH:26]=[CH:25][C:24]=34)[S:5][C:6]=2[C:7]2[N:11]=[CH:10][N:9]([CH2:12][O:13][CH2:14][CH2:15][Si:16]([CH3:19])([CH3:18])[CH3:17])[N:8]=2)=[CH:34][CH:33]=1.